Dataset: Full USPTO retrosynthesis dataset with 1.9M reactions from patents (1976-2016). Task: Predict the reactants needed to synthesize the given product. (1) The reactants are: ClC1[N:7]=[C:6](C)[C:5](CC)=[C:4](C)[N:3]=1.[CH3:12][C:13]1[C:14](I)=[C:15]([CH:19]=[CH:20][CH:21]=1)[C:16]([OH:18])=[O:17].FC1C(I)=C(C=CC=1)C(O)=O. Given the product [CH3:12][C:13]1[C:14]([N:7]2[CH:6]=[CH:5][CH:4]=[N:3]2)=[C:15]([CH:19]=[CH:20][CH:21]=1)[C:16]([OH:18])=[O:17], predict the reactants needed to synthesize it. (2) Given the product [NH2:1][C:2]1[N:7]=[CH:6][N:5]=[C:4]2[N:8]([CH:19]([C:21]3[O:22][C:23](=[O:37])[C:24]4[C:29]([C:30]=3[C:31]3[CH:36]=[CH:35][CH:34]=[CH:33][CH:32]=3)=[CH:28][CH:27]=[CH:26][CH:25]=4)[CH3:20])[N:9]=[C:10]([C:11]3[CH:12]=[C:13]([F:18])[CH:14]=[C:15]([O:17][Si:52]([C:49]([CH3:51])([CH3:50])[CH3:48])([CH3:54])[CH3:53])[CH:16]=3)[C:3]=12, predict the reactants needed to synthesize it. The reactants are: [NH2:1][C:2]1[N:7]=[CH:6][N:5]=[C:4]2[N:8]([CH:19]([C:21]3[O:22][C:23](=[O:37])[C:24]4[C:29]([C:30]=3[C:31]3[CH:36]=[CH:35][CH:34]=[CH:33][CH:32]=3)=[CH:28][CH:27]=[CH:26][CH:25]=4)[CH3:20])[N:9]=[C:10]([C:11]3[CH:16]=[C:15]([OH:17])[CH:14]=[C:13]([F:18])[CH:12]=3)[C:3]=12.N1C=CN=C1.CN(C=O)C.[CH3:48][C:49]([Si:52](Cl)([CH3:54])[CH3:53])([CH3:51])[CH3:50]. (3) Given the product [CH2:12]([CH2:9][CH2:8][O:7][SiH:4]([CH3:5])[CH3:6])[CH:11]=[CH2:10], predict the reactants needed to synthesize it. The reactants are: O([Si:4]([O:7][CH2:8][CH3:9])([CH3:6])[CH3:5])CC.[CH2:10]([Mg]Br)[CH:11]=[CH2:12]. (4) The reactants are: [C:1]1([C:7]2[CH:8]=[C:9]3[C:13](=[C:14]([C:16]([NH2:18])=[O:17])[CH:15]=2)[NH:12][CH:11]=[CH:10]3)[CH:6]=[CH:5][CH:4]=[CH:3][CH:2]=1.[OH-].[Na+].O=[C:22]1[CH2:28][CH2:27][CH2:26][N:25](C(OC(C)(C)C)=O)[CH2:24][CH2:23]1. Given the product [NH:25]1[CH2:26][CH2:27][CH2:28][CH:22]([C:10]2[C:9]3[C:13](=[C:14]([C:16]([NH2:18])=[O:17])[CH:15]=[C:7]([C:1]4[CH:6]=[CH:5][CH:4]=[CH:3][CH:2]=4)[CH:8]=3)[NH:12][CH:11]=2)[CH2:23][CH2:24]1, predict the reactants needed to synthesize it. (5) Given the product [F:2][C:3]1[CH:8]=[CH:7][C:6]([CH:9]([C:17]2[CH:18]=[CH:19][C:20]([F:23])=[CH:21][CH:22]=2)[CH:10]2[C:15](=[O:16])[CH2:14][CH2:13][N:12]([CH2:35][C:34]3[CH:37]=[CH:38][CH:39]=[CH:40][C:33]=3[O:32][CH:31]([F:30])[F:41])[CH2:11]2)=[CH:5][CH:4]=1, predict the reactants needed to synthesize it. The reactants are: Cl.[F:2][C:3]1[CH:8]=[CH:7][C:6]([CH:9]([C:17]2[CH:22]=[CH:21][C:20]([F:23])=[CH:19][CH:18]=2)[CH:10]2[C:15](=[O:16])[CH2:14][CH2:13][NH:12][CH2:11]2)=[CH:5][CH:4]=1.C(NCC)(C)C.[F:30][CH:31]([F:41])[O:32][C:33]1[CH:40]=[CH:39][CH:38]=[CH:37][C:34]=1[CH2:35]O. (6) Given the product [F:27][C:21]1[CH:22]=[C:23]([F:26])[CH:24]=[CH:25][C:20]=1[N:16]1[C:15]([C:9]2[S:8][C:7]3[C:6]4[N:28]=[C:2]([N:49]5[CH2:48][CH2:47][N:44]([CH3:45])[CH2:51][CH2:50]5)[CH:3]=[CH:4][C:5]=4[O:14][CH2:13][CH2:12][C:11]=3[CH:10]=2)=[N:19][CH:18]=[N:17]1, predict the reactants needed to synthesize it. The reactants are: Cl[C:2]1[CH:3]=[CH:4][C:5]2[O:14][CH2:13][CH2:12][C:11]3[CH:10]=[C:9]([C:15]4[N:16]([C:20]5[CH:25]=[CH:24][C:23]([F:26])=[CH:22][C:21]=5[F:27])[N:17]=[CH:18][N:19]=4)[S:8][C:7]=3[C:6]=2[N:28]=1.N1CCOCC1.C(N1C[CH2:45][N:44]2[CH2:47][CH2:48][N:49]([CH2:50][CH2:51]CC)P1N(CCCC)CC2)CCC.CC(C)([O-])C. (7) Given the product [CH2:5]([N:22]1[C:18](=[O:28])[C:19]2[C:20](=[CH:24][CH:25]=[CH:26][CH:27]=2)[C:21]1=[O:23])[CH2:6][CH2:7][CH2:2][CH:3]=[CH2:4], predict the reactants needed to synthesize it. The reactants are: C[C:2]1[CH:7]=[CH:6][C:5](S(OCCCCC=C)(=O)=O)=[CH:4][CH:3]=1.[C:18]1(=[O:28])[NH:22][C:21](=[O:23])[C:20]2=[CH:24][CH:25]=[CH:26][CH:27]=[C:19]12.[K].